Dataset: Full USPTO retrosynthesis dataset with 1.9M reactions from patents (1976-2016). Task: Predict the reactants needed to synthesize the given product. (1) Given the product [F:8][C:7]1[C:2]([CH:10]([C:11]([O:13][CH2:14][CH3:15])=[O:12])[C:9]([O:17][CH2:18][CH3:19])=[O:16])=[N:3][CH:4]=[CH:5][CH:6]=1, predict the reactants needed to synthesize it. The reactants are: F[C:2]1[C:7]([F:8])=[CH:6][CH:5]=[CH:4][N:3]=1.[C:9]([O:17][CH2:18][CH3:19])(=[O:16])[CH2:10][C:11]([O:13][CH2:14][CH3:15])=[O:12].C(=O)([O-])[O-].[Cs+].[Cs+]. (2) Given the product [Cl:1][C:2]1[C:7]([F:8])=[CH:6][CH:5]=[C:4]([O:9][CH:10]([F:12])[F:11])[C:3]=1[C@H:13]([C:15]1[C:23]2[C:18](=[N:19][CH:20]=[C:21]([C:24]3[CH:25]=[N:26][N:27]([CH:30]4[CH2:31][CH2:32][N:33]([C:36](=[O:38])[CH3:37])[CH2:34][CH2:35]4)[C:28]=3[CH3:29])[CH:22]=2)[NH:17][CH:16]=1)[CH3:14], predict the reactants needed to synthesize it. The reactants are: [Cl:1][C:2]1[C:7]([F:8])=[CH:6][CH:5]=[C:4]([O:9][CH:10]([F:12])[F:11])[C:3]=1[C@H:13]([C:15]1[C:23]2[C:18](=[N:19][CH:20]=[C:21]([C:24]3[CH:25]=[N:26][N:27]([CH:30]4[CH2:35][CH2:34][NH:33][CH2:32][CH2:31]4)[C:28]=3[CH3:29])[CH:22]=2)[NH:17][CH:16]=1)[CH3:14].[C:36](O)(=[O:38])[CH3:37].CN(C(ON1N=NC2C=CC=CC1=2)=[N+](C)C)C.[B-](F)(F)(F)F.C(N(CC)CC)C.C(Cl)Cl. (3) Given the product [CH3:14][O:12][CH2:11][CH2:10][O:9][CH2:8][CH2:7][O:6][CH2:5][CH2:4][O:3][CH2:2][CH2:1][O:13][CH2:22][CH2:23][O:24][CH2:25][CH2:26][O:27][CH2:28][CH2:29][OH:30], predict the reactants needed to synthesize it. The reactants are: [CH2:1]([OH:13])[CH2:2][O:3][CH2:4][CH2:5][O:6][CH2:7][CH2:8][O:9][CH2:10][CH2:11][OH:12].[CH3:14]C(C)([O-])C.[K+].CO[CH2:22][CH2:23][O:24][CH2:25][CH2:26][O:27][CH2:28][CH2:29][OH:30]. (4) Given the product [Cl:37][C:30]1[CH:29]=[C:28]([C:2]2[CH:3]=[CH:4][C:5]3[N:6]([C:8]([C:11]4[CH:18]=[CH:17][C:14]([C:15]#[N:16])=[CH:13][CH:12]=4)=[CH:9][N:10]=3)[N:7]=2)[CH:36]=[CH:35][C:31]=1[C:32]([OH:34])=[O:33], predict the reactants needed to synthesize it. The reactants are: Cl[C:2]1[CH:3]=[CH:4][C:5]2[N:6]([C:8]([C:11]3[CH:18]=[CH:17][C:14]([C:15]#[N:16])=[CH:13][CH:12]=3)=[CH:9][N:10]=2)[N:7]=1.C([O-])([O-])=O.[K+].[K+].B([C:28]1[CH:36]=[CH:35][C:31]([C:32]([OH:34])=[O:33])=[C:30]([Cl:37])[CH:29]=1)(O)O. (5) Given the product [CH:1]([O:3][CH2:4][CH2:5][O:6][CH2:7][CH2:8][O:9][CH2:10][CH2:11][O:12][CH2:13][CH2:14][O:15][CH2:16][CH2:17][O:18][CH2:19][CH2:20][O:21][CH2:22][CH2:23][O:24][CH3:27])=[CH2:2], predict the reactants needed to synthesize it. The reactants are: [CH:1]([O:3][CH2:4][CH2:5][O:6][CH2:7][CH2:8][O:9][CH2:10][CH2:11][O:12][CH2:13][CH2:14][O:15][CH2:16][CH2:17][O:18][CH2:19][CH2:20][O:21][CH2:22][CH2:23][OH:24])=[CH2:2].[OH-].[Na+].[CH3:27]I.